Task: Predict the product of the given reaction.. Dataset: Forward reaction prediction with 1.9M reactions from USPTO patents (1976-2016) Given the reactants [NH2:1][CH:2]1[CH2:7][CH2:6][N:5]([CH2:8][C@@H:9]([C:11]2[C:20]3[C:15](=[CH:16][CH:17]=[C:18]([O:21][CH3:22])[N:19]=3)[N:14]=[CH:13][CH:12]=2)[OH:10])[CH2:4][CH2:3]1.[N:23]1[C:32]2[NH:31][CH2:30][CH2:29][CH2:28][C:27]=2[CH:26]=[CH:25][C:24]=1[CH:33]=O.[O-]S([O-])(=O)=O.[Na+].[Na+].[BH4-].[Na+], predict the reaction product. The product is: [CH3:22][O:21][C:18]1[N:19]=[C:20]2[C:15](=[CH:16][CH:17]=1)[N:14]=[CH:13][CH:12]=[C:11]2[C@@H:9]([OH:10])[CH2:8][N:5]1[CH2:6][CH2:7][CH:2]([NH:1][CH2:33][C:24]2[CH:25]=[CH:26][C:27]3[CH2:28][CH2:29][CH2:30][NH:31][C:32]=3[N:23]=2)[CH2:3][CH2:4]1.